From a dataset of Forward reaction prediction with 1.9M reactions from USPTO patents (1976-2016). Predict the product of the given reaction. (1) Given the reactants [C:1]([C:5]1[CH:9]=[C:8]([NH:10][C:11]([NH:13][C:14]2[CH:19]=[CH:18][C:17]([CH3:20])=[C:16]([C:21]3[C:32](=[O:33])[N:31]([CH3:34])[C:24]4[N:25]=[C:26](SC)[N:27]=[CH:28][C:23]=4[CH:22]=3)[CH:15]=2)=[O:12])[N:7]([CH3:35])[N:6]=1)([CH3:4])([CH3:3])[CH3:2].[CH3:36][NH2:37].C1COCC1, predict the reaction product. The product is: [C:1]([C:5]1[CH:9]=[C:8]([NH:10][C:11]([NH:13][C:14]2[CH:19]=[CH:18][C:17]([CH3:20])=[C:16]([C:21]3[C:32](=[O:33])[N:31]([CH3:34])[C:24]4[N:25]=[C:26]([NH:37][CH3:36])[N:27]=[CH:28][C:23]=4[CH:22]=3)[CH:15]=2)=[O:12])[N:7]([CH3:35])[N:6]=1)([CH3:4])([CH3:3])[CH3:2]. (2) The product is: [C:1]([OH:7])([C:3]([F:6])([F:5])[F:4])=[O:2].[Br:8][C:9]1[CH:10]=[C:11]2[C:16](=[CH:17][CH:18]=1)[CH:15]=[C:14]([C:19]1[N:20]=[C:21]([C@@H:24]3[CH2:29][C@@H:28]4[C@@H:26]([CH2:27]4)[NH:25]3)[NH:22][CH:23]=1)[CH:13]=[CH:12]2. Given the reactants [C:1]([OH:7])([C:3]([F:6])([F:5])[F:4])=[O:2].[Br:8][C:9]1[CH:10]=[C:11]2[C:16](=[CH:17][CH:18]=1)[CH:15]=[C:14]([C:19]1[N:20]=[C:21]([C@@H:24]3[CH2:29][C@@H:28]4[C@@H:26]([CH2:27]4)[N:25]3C(OC(C)(C)C)=O)[NH:22][CH:23]=1)[CH:13]=[CH:12]2, predict the reaction product. (3) Given the reactants C1C=C[NH+]=CC=1.[O-][Cr](Cl)(=O)=O.[Br:12][C:13]1[C:14]([CH:21]([C:23]2[CH:28]=[CH:27][CH:26]=[CH:25][CH:24]=2)[OH:22])=[CH:15][C:16]([O:19][CH3:20])=[N:17][CH:18]=1, predict the reaction product. The product is: [Br:12][C:13]1[C:14]([C:21]([C:23]2[CH:28]=[CH:27][CH:26]=[CH:25][CH:24]=2)=[O:22])=[CH:15][C:16]([O:19][CH3:20])=[N:17][CH:18]=1. (4) Given the reactants [CH3:1][O:2][C:3](=[O:18])[C:4]1[CH:9]=[C:8]([N:10]2[CH2:15][CH2:14][O:13][CH2:12][CH2:11]2)[CH:7]=[C:6]([NH2:16])[C:5]=1[NH2:17].S(S([O-])=O)([O-])(=O)=O.[Na+].[Na+].O.[F:29][C:30]([F:40])([F:39])[C:31]1[CH:38]=[CH:37][CH:36]=[CH:35][C:32]=1[CH:33]=O, predict the reaction product. The product is: [CH3:1][O:2][C:3]([C:4]1[C:5]2[N:17]=[C:33]([C:32]3[CH:35]=[CH:36][CH:37]=[CH:38][C:31]=3[C:30]([F:29])([F:39])[F:40])[NH:16][C:6]=2[CH:7]=[C:8]([N:10]2[CH2:11][CH2:12][O:13][CH2:14][CH2:15]2)[CH:9]=1)=[O:18]. (5) The product is: [F:12][C:11]1[C:2]([F:1])=[C:3]2[C:4]([CH:21]=[CH:20][CH:19]([CH:22]3[CH2:23][CH2:24][CH:25]([CH2:28][CH2:29][CH3:30])[CH2:26][CH2:27]3)[O:18]2)=[C:5]2[CH2:6][CH2:7][CH:8]([CH2:13][CH2:14][CH2:15][CH2:16][CH3:17])[O:9][C:10]=12. Given the reactants [F:1][C:2]1[C:11]([F:12])=[C:10]2[C:5]([CH2:6][CH2:7][CH:8]([CH2:13][CH2:14][CH2:15][CH2:16][CH3:17])[O:9]2)=[CH:4][C:3]=1[O:18][CH:19]([CH:22]1[CH2:27][CH2:26][CH:25]([CH2:28][CH2:29][CH3:30])[CH2:24][CH2:23]1)[C:20]#[CH:21].[F-].[K+].O.Cl, predict the reaction product.